From a dataset of Forward reaction prediction with 1.9M reactions from USPTO patents (1976-2016). Predict the product of the given reaction. (1) The product is: [Cl:2][C:3]1[CH:4]=[CH:5][CH:6]=[C:7]([NH:12][CH3:13])[C:8]=1[C:9]([OH:11])=[O:10]. Given the reactants [Na].[Cl:2][C:3]1[CH:4]=[CH:5][CH:6]=[C:7]([NH2:12])[C:8]=1[C:9]([OH:11])=[O:10].[CH2:13]=O.[BH4-].[Na+].[OH-].[K+].Cl, predict the reaction product. (2) Given the reactants N[C:2]1[N:6]([CH3:7])[C:5]([CH3:8])=[N:4][C:3]=1[C:9]#[N:10].N(OC(C)(C)C)=O.C(Br)(Br)[Br:19], predict the reaction product. The product is: [Br:19][C:2]1[N:6]([CH3:7])[C:5]([CH3:8])=[N:4][C:3]=1[C:9]#[N:10].